Dataset: Catalyst prediction with 721,799 reactions and 888 catalyst types from USPTO. Task: Predict which catalyst facilitates the given reaction. (1) Reactant: [NH2:1][C:2]1[CH:10]=[C:9]([C:11]([OH:13])=[O:12])[CH:8]=[CH:7][C:3]=1[C:4](O)=[O:5].[CH:14]([NH2:16])=O. Product: [O:5]=[C:4]1[C:3]2[C:2](=[CH:10][C:9]([C:11]([OH:13])=[O:12])=[CH:8][CH:7]=2)[N:1]=[CH:14][NH:16]1. The catalyst class is: 21. (2) Reactant: [CH3:1][S:2]([CH2:5][C:6](=O)[CH3:7])(=[O:4])=[O:3].[Cl:9][C:10]1[CH:11]=[C:12]([CH:15]=[CH:16][C:17]=1[Cl:18])[CH:13]=O.[NH2:19][C:20]1[CH2:25][CH2:24][CH2:23][C:22](=[O:26])[CH:21]=1. Product: [Cl:9][C:10]1[CH:11]=[C:12]([CH:13]2[C:21]3[C:22](=[O:26])[CH2:23][CH2:24][CH2:25][C:20]=3[NH:19][C:6]([CH3:7])=[C:5]2[S:2]([CH3:1])(=[O:4])=[O:3])[CH:15]=[CH:16][C:17]=1[Cl:18]. The catalyst class is: 8.